This data is from Catalyst prediction with 721,799 reactions and 888 catalyst types from USPTO. The task is: Predict which catalyst facilitates the given reaction. (1) Reactant: [CH:1]([C:3]1[CH:10]=[CH:9][C:6]([C:7]#[N:8])=[C:5]([O:11][CH3:12])[C:4]=1[CH3:13])=[CH2:2].C1C=C(Cl)C=C(C(OO)=[O:22])C=1. Product: [CH3:13][C:4]1[C:5]([O:11][CH3:12])=[C:6]([CH:9]=[CH:10][C:3]=1[CH:1]1[CH2:2][O:22]1)[C:7]#[N:8]. The catalyst class is: 2. (2) Reactant: [NH2:1][C:2]1[CH:3]=[C:4]2[C:9](=[CH:10][CH:11]=1)[CH:8]=[N:7][CH:6]=[CH:5]2.[H-].[Na+].[C:14](Cl)(=[O:23])[CH2:15][CH2:16][C:17]1[CH:22]=[CH:21][CH:20]=[CH:19][CH:18]=1. Product: [CH:8]1[C:9]2[C:4](=[CH:3][C:2]([NH:1][C:14](=[O:23])[CH2:15][CH2:16][C:17]3[CH:22]=[CH:21][CH:20]=[CH:19][CH:18]=3)=[CH:11][CH:10]=2)[CH:5]=[CH:6][N:7]=1. The catalyst class is: 31.